Dataset: Full USPTO retrosynthesis dataset with 1.9M reactions from patents (1976-2016). Task: Predict the reactants needed to synthesize the given product. (1) Given the product [Br:1][C:2]1[CH:25]=[CH:24][C:5]2[C:6]3[CH:7]=[N:8][N:9]([C:13]4[CH:18]=[CH:17][C:16]([O:19][C:20]([F:21])([F:22])[F:23])=[CH:15][CH:14]=4)[C:10]=3[CH:11]=[CH:12][C:4]=2[CH:3]=1, predict the reactants needed to synthesize it. The reactants are: [Br:1][C:2]1[CH:25]=[CH:24][C:5]2[C:6]3[CH:7]=[N:8][N:9]([C:13]4[CH:18]=[CH:17][C:16]([O:19][C:20]([F:23])([F:22])[F:21])=[CH:15][CH:14]=4)[C:10]=3[CH2:11][CH2:12][C:4]=2[CH:3]=1.C(C1C(=O)C(Cl)=C(Cl)C(=O)C=1C#N)#N. (2) Given the product [CH3:1][C:2]1[N:6]([CH2:7][CH2:8][N:9]2[CH:13]=[C:12]([NH2:14])[CH:11]=[N:10]2)[C:5]2[CH:17]=[CH:18][CH:19]=[CH:20][C:4]=2[N:3]=1, predict the reactants needed to synthesize it. The reactants are: [CH3:1][C:2]1[N:6]([CH2:7][CH2:8][N:9]2[CH:13]=[C:12]([N+:14]([O-])=O)[CH:11]=[N:10]2)[C:5]2[CH:17]=[CH:18][CH:19]=[CH:20][C:4]=2[N:3]=1. (3) Given the product [CH3:28][C:29]1[S:30][C:31]([C:35]([NH:24][C:23]2[CH:25]=[CH:26][CH:27]=[C:21]([CH:2]([CH3:1])[CH2:3][N:4]3[CH2:5][CH2:6][N:7]([C:10]4[CH:19]=[CH:18][CH:17]=[C:16]5[C:11]=4[CH:12]=[CH:13][C:14]([CH3:20])=[N:15]5)[CH2:8][CH2:9]3)[CH:22]=2)=[O:36])=[C:32]([CH3:34])[N:33]=1, predict the reactants needed to synthesize it. The reactants are: [CH3:1][CH:2]([C:21]1[CH:22]=[C:23]([CH:25]=[CH:26][CH:27]=1)[NH2:24])[CH2:3][N:4]1[CH2:9][CH2:8][N:7]([C:10]2[CH:19]=[CH:18][CH:17]=[C:16]3[C:11]=2[CH:12]=[CH:13][C:14]([CH3:20])=[N:15]3)[CH2:6][CH2:5]1.[CH3:28][C:29]1[S:30][C:31]([C:35](O)=[O:36])=[C:32]([CH3:34])[N:33]=1. (4) Given the product [Cl:20][C:10]1[CH:9]=[C:8]([C:5]2[CH:6]=[CH:7][C:2]([F:1])=[CH:3][CH:4]=2)[N:13]=[C:12]2[CH:14]=[CH:15][S:16][C:11]=12, predict the reactants needed to synthesize it. The reactants are: [F:1][C:2]1[CH:7]=[CH:6][C:5]([C:8]2[N:13]=[C:12]3[CH:14]=[CH:15][S:16][C:11]3=[C:10](O)[CH:9]=2)=[CH:4][CH:3]=1.P(Cl)(Cl)([Cl:20])=O. (5) Given the product [C:13]1([C:16]2[CH:17]=[CH:18][CH:19]=[CH:20][CH:21]=2)[CH:12]=[CH:11][C:10]([C:9]2[S:8][C:7]([C:22]3[CH:23]=[CH:24][C:25]([C:28]([F:29])([F:30])[F:31])=[CH:26][CH:27]=3)=[N:6][C:5]=2[C:3]([OH:4])=[O:2])=[CH:15][CH:14]=1, predict the reactants needed to synthesize it. The reactants are: C[O:2][C:3]([C:5]1[N:6]=[C:7]([C:22]2[CH:27]=[CH:26][C:25]([C:28]([F:31])([F:30])[F:29])=[CH:24][CH:23]=2)[S:8][C:9]=1[C:10]1[CH:15]=[CH:14][C:13]([C:16]2[CH:21]=[CH:20][CH:19]=[CH:18][CH:17]=2)=[CH:12][CH:11]=1)=[O:4].